The task is: Predict the reactants needed to synthesize the given product.. This data is from Retrosynthesis with 50K atom-mapped reactions and 10 reaction types from USPTO. (1) Given the product O=C(NC1(C(=O)O)CCCC1)c1ccc2ccccc2c1OCC1COc2ccccc2O1, predict the reactants needed to synthesize it. The reactants are: COC(=O)C1(NC(=O)c2ccc3ccccc3c2OCC2COc3ccccc3O2)CCCC1. (2) Given the product CC(C)=CCCC(C)=CCCC(C)=CCCC(C)=CCCC(C)=CCCC(C)=CCCC(C)=CCCC(C)=CCCC(C)=CCCC(C)CC(N)=O, predict the reactants needed to synthesize it. The reactants are: CC(C)=CCCC(C)=CCCC(C)=CCCC(C)=CCCC(C)=CCCC(C)=CCCC(C)=CCCC(C)=CCCC(C)=CCCC(C)CC(=O)O.N. (3) Given the product Nc1cccc(CN2N=C(c3ccc(Cl)cc3)CSC2=O)c1, predict the reactants needed to synthesize it. The reactants are: O=C1SCC(c2ccc(Cl)cc2)=NN1Cc1cccc([N+](=O)[O-])c1.